Predict the reactants needed to synthesize the given product. From a dataset of Full USPTO retrosynthesis dataset with 1.9M reactions from patents (1976-2016). (1) Given the product [CH2:24]([C@@:8]1([C:6]([OH:5])=[O:7])[CH2:12][C@@H:11]([C:13]2[O:17][N:16]=[C:15]([CH3:18])[N:14]=2)[C@H:10]([C:19]2[S:20][CH:21]=[CH:22][CH:23]=2)[N:9]1[C:33](=[O:34])[C:32]1[CH:36]=[CH:37][C:38]([C:39]([CH3:40])([CH3:41])[CH3:42])=[C:30]([O:29][CH3:28])[CH:31]=1)[CH:25]([CH3:26])[CH3:27], predict the reactants needed to synthesize it. The reactants are: C([O:5][C:6]([C@:8]1([CH2:24][CH:25]([CH3:27])[CH3:26])[CH2:12][C@@H:11]([C:13]2[O:17][N:16]=[C:15]([CH3:18])[N:14]=2)[C@H:10]([C:19]2[S:20][CH:21]=[CH:22][CH:23]=2)[NH:9]1)=[O:7])(C)(C)C.[CH3:28][O:29][C:30]1[CH:31]=[C:32]([CH:36]=[CH:37][C:38]=1[C:39]([CH3:42])([CH3:41])[CH3:40])[C:33](Cl)=[O:34].FC(F)(F)C(O)=O. (2) Given the product [CH2:1]([O:3][C:4](=[O:37])[NH:5][CH:12]([C:20]1[CH:25]=[CH:24][C:23]([OH:26])=[C:22]([O:34][CH3:35])[CH:21]=1)[CH2:13][C:14]1[CH:15]=[CH:16][CH:17]=[C:18]([O:40][CH3:38])[CH:19]=1)[CH3:2], predict the reactants needed to synthesize it. The reactants are: [CH2:1]([O:3][C:4](=[O:37])[N:5]([CH:12]([C:20]1[CH:25]=[CH:24][C:23]([O:26]CC2C=CC=CC=2)=[C:22]([O:34][CH2:35]C)[CH:21]=1)[CH2:13][C:14]1[CH:19]=[CH:18][CH:17]=[CH:16][CH:15]=1)CC(OC)OC)[CH3:2].[C:38](OCC)(=[O:40])C.CCCCCC. (3) Given the product [CH3:9][C:10]1[CH:16]=[CH:15][CH:14]=[C:13]([CH3:17])[C:11]=1[NH:12][C:2]1[CH:3]=[C:4]([CH3:8])[CH:5]=[CH:6][CH:7]=1, predict the reactants needed to synthesize it. The reactants are: Br[C:2]1[CH:3]=[C:4]([CH3:8])[CH:5]=[CH:6][CH:7]=1.[CH3:9][C:10]1[CH:16]=[CH:15][CH:14]=[C:13]([CH3:17])[C:11]=1[NH2:12]. (4) Given the product [NH2:1][C:2]1[C:3]2[N:4]([CH:16]=[C:17]([CH3:18])[N:14]=2)[CH:5]=[C:6]([C:7]([O:9][CH:10]([CH3:11])[CH3:12])=[O:8])[CH:13]=1, predict the reactants needed to synthesize it. The reactants are: [NH2:1][C:2]1[C:3]([NH2:14])=[N:4][CH:5]=[C:6]([CH:13]=1)[C:7]([O:9][CH:10]([CH3:12])[CH3:11])=[O:8].Br[CH2:16][C:17](=O)[CH3:18].